This data is from Forward reaction prediction with 1.9M reactions from USPTO patents (1976-2016). The task is: Predict the product of the given reaction. (1) Given the reactants [CH3:1][N:2]1[C:10]2[C:5](=[CH:6][C:7]([O:20][CH3:21])=[C:8]([O:11][CH2:12][CH2:13][N:14]3[CH2:19][CH2:18][O:17][CH2:16][CH2:15]3)[CH:9]=2)[C:4]([C:22]2[N:30](S(C3C=CC(C)=CC=3)(=O)=O)[C:25]3=[N:26][CH:27]=[CH:28][CH:29]=[C:24]3[CH:23]=2)=[CH:3]1.[OH-].[K+], predict the reaction product. The product is: [CH3:1][N:2]1[C:10]2[C:5](=[CH:6][C:7]([O:20][CH3:21])=[C:8]([O:11][CH2:12][CH2:13][N:14]3[CH2:19][CH2:18][O:17][CH2:16][CH2:15]3)[CH:9]=2)[C:4]([C:22]2[NH:30][C:25]3=[N:26][CH:27]=[CH:28][CH:29]=[C:24]3[CH:23]=2)=[CH:3]1. (2) Given the reactants [F:1][C:2]1[CH:9]=[CH:8][C:7]([CH:10]2[C:23]3[CH:22]=[CH:21][C:20]4[C:15](=[N:16][CH:17]=[CH:18][CH:19]=4)[C:14]=3[NH:13][S:12](=[O:25])(=[O:24])[N:11]2[CH3:26])=[CH:6][C:3]=1[CH:4]=O.[NH:27]1[CH2:32][CH2:31][NH:30][CH2:29][CH2:28]1.C(O[BH-](OC(=O)C)OC(=O)C)(=O)C.[Na+], predict the reaction product. The product is: [F:1][C:2]1[CH:9]=[CH:8][C:7]([CH:10]2[C:23]3[CH:22]=[CH:21][C:20]4[C:15](=[N:16][CH:17]=[CH:18][CH:19]=4)[C:14]=3[NH:13][S:12](=[O:25])(=[O:24])[N:11]2[CH3:26])=[CH:6][C:3]=1[CH2:4][N:27]1[CH2:32][CH2:31][NH:30][CH2:29][CH2:28]1. (3) Given the reactants [C:1]([O:5][C:6]([N:8]1[CH2:16][C:15]2[C:10](=[CH:11][CH:12]=[C:13]([CH:17]=[C:18]([F:20])[F:19])[CH:14]=2)[CH2:9]1)=[O:7])([CH3:4])([CH3:3])[CH3:2].[F-:21].[K+], predict the reaction product. The product is: [C:1]([O:5][C:6]([N:8]1[CH2:16][C:15]2[C:10](=[CH:11][CH:12]=[C:13]([CH2:17][C:18]([F:21])([F:20])[F:19])[CH:14]=2)[CH2:9]1)=[O:7])([CH3:4])([CH3:2])[CH3:3]. (4) The product is: [C:5]([Si:9]([C:36]1[CH:41]=[CH:40][CH:39]=[CH:38][CH:37]=1)([C:30]1[CH:35]=[CH:34][CH:33]=[CH:32][CH:31]=1)[O:10][CH:11]1[C:15]([CH2:42][OH:44])([CH2:16][OH:17])[O:14][CH:13]([N:18]2[CH:23]=[CH:22][C:21](=[O:24])[NH:20][C:19]2=[O:25])[CH:12]1[OH:26])([CH3:7])([CH3:6])[CH3:8]. Given the reactants C=O.[OH-].[Na+].[C:5]([Si:9]([C:36]1[CH:41]=[CH:40][CH:39]=[CH:38][CH:37]=1)([C:30]1[CH:35]=[CH:34][CH:33]=[CH:32][CH:31]=1)[O:10][CH:11]1[CH:15]([CH:16]=[O:17])[O:14][CH:13]([N:18]2[CH:23]=[CH:22][C:21](=[O:24])[NH:20][C:19]2=[O:25])[CH:12]1[O:26]C(=O)C)([CH3:8])([CH3:7])[CH3:6].[C:42](O)(=[O:44])C, predict the reaction product. (5) The product is: [OH:1][C@@:2]1([C:9]#[C:10][C:11]2[CH:12]=[C:13]([C:17]3[N:26]=[C:25]([C:27]([NH2:34])=[O:29])[C:24]4[C:19](=[CH:20][CH:21]=[C:22]([O:32][CH3:33])[CH:23]=4)[N:18]=3)[CH:14]=[CH:15][CH:16]=2)[CH2:6][CH2:5][N:4]([CH3:7])[C:3]1=[O:8]. Given the reactants [OH:1][C@@:2]1([C:9]#[C:10][C:11]2[CH:12]=[C:13]([C:17]3[N:26]=[C:25]([C:27]([O:29]CC)=O)[C:24]4[C:19](=[CH:20][CH:21]=[C:22]([O:32][CH3:33])[CH:23]=4)[N:18]=3)[CH:14]=[CH:15][CH:16]=2)[CH2:6][CH2:5][N:4]([CH3:7])[C:3]1=[O:8].[NH3:34], predict the reaction product. (6) The product is: [Cl:2][C:3]1[CH:4]=[C:5]([CH:21]=[CH:22][C:23]=1[Cl:24])[CH:6]=[CH:7][C:8]1=[N:9][CH2:10][CH2:11][N:12]([CH3:20])[C:13]2[CH:18]=[C:17]([O:19][CH2:30][C:26]3[S:25][CH:29]=[CH:28][CH:27]=3)[CH:16]=[CH:15][C:14]1=2. Given the reactants Cl.[Cl:2][C:3]1[CH:4]=[C:5]([CH:21]=[CH:22][C:23]=1[Cl:24])[CH:6]=[CH:7][C:8]1=[N:9][CH2:10][CH2:11][N:12]([CH3:20])[C:13]2[CH:18]=[C:17]([OH:19])[CH:16]=[CH:15][C:14]1=2.[S:25]1[CH:29]=[CH:28][CH:27]=[C:26]1[CH2:30]O.C(P(CCCC)CCCC)CCC.N(C(N(C)C)=O)=NC(N(C)C)=O, predict the reaction product. (7) Given the reactants [F:1][C:2]1[C:3]([F:11])=[C:4]([CH:8]=[CH:9][N:10]=1)[C:5](O)=[O:6].N.CO.C([N:18](C(C)C)CC)(C)C.O, predict the reaction product. The product is: [F:1][C:2]1[C:3]([F:11])=[C:4]([CH:8]=[CH:9][N:10]=1)[C:5]([NH2:18])=[O:6]. (8) Given the reactants P(Br)(Br)[Br:2].[F:5][C:6]1[CH:7]=[C:8]2[C:13](=[C:14]([F:17])[C:15]=1[F:16])[N:12]=[CH:11][C:10]([CH2:18]O)=[C:9]2[C:20]1[S:21][CH:22]=[CH:23][CH:24]=1, predict the reaction product. The product is: [F:5][C:6]1[CH:7]=[C:8]2[C:13](=[C:14]([F:17])[C:15]=1[F:16])[N:12]=[CH:11][C:10]([CH2:18][Br:2])=[C:9]2[C:20]1[S:21][CH:22]=[CH:23][CH:24]=1. (9) Given the reactants [C:1]1([CH2:9][OH:10])[CH:6]=[CH:5][C:4]([CH2:7][OH:8])=[CH:3][CH:2]=1.F[C:12]1[CH:17]=[CH:16][CH:15]=[CH:14][N:13]=1.CN(C)C=O.[H-].[Na+], predict the reaction product. The product is: [N:13]1[CH:14]=[CH:15][CH:16]=[CH:17][C:12]=1[O:8][CH2:7][C:4]1[CH:5]=[CH:6][C:1]([CH2:9][OH:10])=[CH:2][CH:3]=1.